The task is: Predict the product of the given reaction.. This data is from Forward reaction prediction with 1.9M reactions from USPTO patents (1976-2016). (1) Given the reactants [F:1][C:2]1[CH:7]=[CH:6][C:5]([CH:8]([O:15][C:16]2[CH:17]=[CH:18][C:19]([CH2:25][CH2:26][C:27]3[CH:32]=[CH:31][C:30]([F:33])=[CH:29][CH:28]=3)=[C:20]([CH:24]=2)[C:21](O)=[O:22])[CH2:9][N:10]2[CH:14]=[CH:13][N:12]=[CH:11]2)=[CH:4][CH:3]=1.[NH2:34][C@@H:35]([CH2:43][CH2:44][S:45]([CH3:48])(=[O:47])=[O:46])[C:36]([O:38][C:39]([CH3:42])([CH3:41])[CH3:40])=[O:37].CCN=C=NCCCN(C)C.Cl, predict the reaction product. The product is: [F:1][C:2]1[CH:7]=[CH:6][C:5]([CH:8]([O:15][C:16]2[CH:17]=[CH:18][C:19]([CH2:25][CH2:26][C:27]3[CH:28]=[CH:29][C:30]([F:33])=[CH:31][CH:32]=3)=[C:20]([CH:24]=2)[C:21]([NH:34][C@@H:35]([CH2:43][CH2:44][S:45]([CH3:48])(=[O:47])=[O:46])[C:36]([O:38][C:39]([CH3:41])([CH3:42])[CH3:40])=[O:37])=[O:22])[CH2:9][N:10]2[CH:14]=[CH:13][N:12]=[CH:11]2)=[CH:4][CH:3]=1. (2) Given the reactants [F:1][C:2]1[CH:7]=[C:6]([O:8][CH2:9][CH:10]2[CH2:15][CH2:14][N:13]([CH2:16][C:17]3([C:21]([F:24])([F:23])[F:22])[CH2:20][CH2:19][CH2:18]3)[CH2:12][CH2:11]2)[CH:5]=[CH:4][C:3]=1[C:25]1[CH:30]=[CH:29][C:28]([C:31]([O:33]CC)=[O:32])=[C:27]([F:36])[CH:26]=1.O[Li].O, predict the reaction product. The product is: [F:1][C:2]1[CH:7]=[C:6]([O:8][CH2:9][CH:10]2[CH2:15][CH2:14][N:13]([CH2:16][C:17]3([C:21]([F:23])([F:24])[F:22])[CH2:18][CH2:19][CH2:20]3)[CH2:12][CH2:11]2)[CH:5]=[CH:4][C:3]=1[C:25]1[CH:30]=[CH:29][C:28]([C:31]([OH:33])=[O:32])=[C:27]([F:36])[CH:26]=1. (3) Given the reactants [Cl:1][C:2]1[C:3](=O)[O:4][C:5](=[O:8])[C:6]=1[CH3:7].[I:10][C:11]1[C:12]([C:18]([F:21])([F:20])[F:19])=[CH:13][C:14]([NH2:17])=[N:15][CH:16]=1, predict the reaction product. The product is: [Cl:1][C:2]1[C:3](=[O:4])[N:17]([C:14]2[CH:13]=[C:12]([C:18]([F:19])([F:20])[F:21])[C:11]([I:10])=[CH:16][N:15]=2)[C:5](=[O:8])[C:6]=1[CH3:7].